Predict the reactants needed to synthesize the given product. From a dataset of Full USPTO retrosynthesis dataset with 1.9M reactions from patents (1976-2016). (1) Given the product [CH3:1][O:2][CH2:3][C:4]1([CH2:17][O:18][Si:27]([CH3:29])([CH3:28])[CH3:26])[C:16]2[CH:15]=[CH:14][CH:13]=[CH:12][C:11]=2[C:10]2[C:5]1=[CH:6][CH:7]=[CH:8][CH:9]=2, predict the reactants needed to synthesize it. The reactants are: [CH3:1][O:2][CH2:3][C:4]1([CH2:17][OH:18])[C:16]2[CH:15]=[CH:14][CH:13]=[CH:12][C:11]=2[C:10]2[C:5]1=[CH:6][CH:7]=[CH:8][CH:9]=2.C(N(CC)CC)C.[CH3:26][Si:27](Cl)([CH3:29])[CH3:28]. (2) Given the product [CH3:1][C:2]1[C:22]2[C:17](=[CH:18][CH:19]=[CH:20][CH:21]=2)[C:4]2([CH2:5][CH2:6][NH:7][CH2:8][CH2:9]2)[CH:3]=1, predict the reactants needed to synthesize it. The reactants are: [CH3:1][C:2]1[C:22]2[C:17](=[CH:18][CH:19]=[CH:20][CH:21]=2)[C:4]2([CH2:9][CH2:8][N:7](C(OC(C)(C)C)=O)[CH2:6][CH2:5]2)[CH:3]=1.C(=O)([O-])O.[Na+]. (3) The reactants are: [CH:1]1([CH:4]([C:15]2[CH:20]=[CH:19][C:18]([OH:21])=[CH:17][CH:16]=2)[CH:5]2C(=O)OC(C)(C)[O:7][C:6]2=[O:14])[CH2:3][CH2:2]1.CN(C=O)C.O. Given the product [CH:1]1([CH:4]([C:15]2[CH:20]=[CH:19][C:18]([OH:21])=[CH:17][CH:16]=2)[CH2:5][C:6]([OH:14])=[O:7])[CH2:3][CH2:2]1, predict the reactants needed to synthesize it. (4) Given the product [F:1][C:2]1[N:7]=[C:6]([C:8]#[N:9])[C:5](=[O:10])[NH:4][CH:3]=1, predict the reactants needed to synthesize it. The reactants are: [F:1][C:2]1[N:7]=[C:6]([C:8]#[N:9])[C:5]([O:10]C2C=CC(OC)=CC=2)=[N:4][CH:3]=1.[N+]([O-])([O-])=O.[Ce+3].[NH4+].[NH4+].[N+]([O-])([O-])=O.[N+]([O-])([O-])=O.[N+]([O-])([O-])=O.[N+]([O-])([O-])=O.C1(C)C=CC=CC=1.S([O-])([O-])(=O)=S.[Na+].[Na+]. (5) Given the product [Br:30][C:27]1[CH:28]=[CH:29][C:24]([CH2:23][NH:22][C:20]2[CH:19]=[CH:18][C:17]([F:32])=[C:16]([C:12]3([CH2:14][F:15])[CH2:11][O:10][CH2:9][C:8]([NH2:7])=[N:13]3)[CH:21]=2)=[C:25]([Cl:31])[CH:26]=1, predict the reactants needed to synthesize it. The reactants are: C(OC(=O)[NH:7][C:8]1[CH2:9][O:10][CH2:11][C:12]([C:16]2[CH:21]=[C:20]([NH:22][CH2:23][C:24]3[CH:29]=[CH:28][C:27]([Br:30])=[CH:26][C:25]=3[Cl:31])[CH:19]=[CH:18][C:17]=2[F:32])([CH2:14][F:15])[N:13]=1)(C)(C)C. (6) Given the product [NH2:24][C:22]1[CH:21]=[CH:20][C:3]([O:4][C:5]2[C:10]3=[C:11]([CH3:19])[C:12]([C:14]([O:16][CH2:17][CH3:18])=[O:15])=[CH:13][N:9]3[N:8]=[CH:7][N:6]=2)=[C:2]([F:1])[CH:23]=1, predict the reactants needed to synthesize it. The reactants are: [F:1][C:2]1[CH:23]=[C:22]([N+:24]([O-])=O)[CH:21]=[CH:20][C:3]=1[O:4][C:5]1[C:10]2=[C:11]([CH3:19])[C:12]([C:14]([O:16][CH2:17][CH3:18])=[O:15])=[CH:13][N:9]2[N:8]=[CH:7][N:6]=1.CO.[NH4+].[Cl-]. (7) Given the product [CH:36]1([NH:32][C:33]2[C:34]([N:24]3[CH2:23][CH2:22][N:21]([CH2:20][C:19]4[CH:27]=[CH:28][CH:29]=[C:17]([CH3:16])[CH:18]=4)[CH2:26][CH2:25]3)=[CH:40][C:5]3[C:6](=[CH:7][CH:8]=[CH:9][CH:10]=3)[CH:35]=2)[CH2:37][CH2:38]1, predict the reactants needed to synthesize it. The reactants are: ClC1C(NC2CC2)=N[C:5]2[C:10](N=1)=[CH:9][CH:8]=[CH:7][CH:6]=2.[CH3:16][C:17]1[CH:18]=[C:19]([CH:27]=[CH:28][CH:29]=1)[CH2:20][N:21]1[CH2:26][CH2:25][NH:24][CH2:23][CH2:22]1.C([N:32]([CH:36]([CH3:38])[CH3:37])[CH:33]([CH3:35])[CH3:34])C.O1CCOC[CH2:40]1. (8) The reactants are: [N+:1]([C:4]1[C:5]([C:9]2[S:10][C:11]3[CH:17]=[CH:16][CH:15]=[CH:14][C:12]=3[N:13]=2)=[N:6][NH:7][CH:8]=1)([O-])=O. Given the product [S:10]1[C:11]2[CH:17]=[CH:16][CH:15]=[CH:14][C:12]=2[N:13]=[C:9]1[C:5]1[C:4]([NH2:1])=[CH:8][NH:7][N:6]=1, predict the reactants needed to synthesize it.